This data is from Experimentally validated miRNA-target interactions with 360,000+ pairs, plus equal number of negative samples. The task is: Binary Classification. Given a miRNA mature sequence and a target amino acid sequence, predict their likelihood of interaction. (1) The miRNA is hsa-miR-4524b-3p with sequence GAGACAGGUUCAUGCUGCUA. The protein sequence of the target gene is MALKMVKGSIDRMFDKNLQDLVRGIRNHKEDEAKYISQCIDEIKQELKQDNIAVKANAVCKLTYLQMLGYDISWAAFNIIEVMSASKFTFKRVGYLAASQCFHEGTDVIMLTTNQIRKDLSSPSQYDTGVALTGLSCFVTPDLARDLANDIMTLMSHTKPYIRKKAVLIMYKVFLKYPESLRPAFPRLKEKLEDPDPGVQSAAVNVICELARRNPKNYLSLAPLFFKLMTSSTNNWVLIKIIKLFGALTPLEPRLGKKLIEPLTNLIHSTSAMSLLYECVNTVIAVLISLSSGMPNHSAS.... Result: 0 (no interaction). (2) The miRNA is mmu-miR-669p-3p with sequence CAUAACAUACACACACACACGUAU. The protein sequence of the target gene is MSSSGSSHPFLLTGFPGLEEAHHWISVFFLFMYISILFGNGTLLLLIKEDHNLHEPMYFFLAMLAATDLGLALTTMPTVLGVLWLDHREIGSAACFSQAYFIHSLSFLESGILLAMAYDRFIAICNPLRYTSVLTNTRVVKIGLGVLMRGFVSVVPPIRPLYFFLYCHSHVLSHAFCLHQDVIKLACADTTFNRLYPAVLVVFIFVLDYLIIFISYVLILKTVLSIASREERAKALITCVSHICCVLVFYVTVIGLSLIHRFGKQVPHIVHLIMSYAYFLFPPLMNPITYSVKTKQIQNA.... Result: 0 (no interaction).